The task is: Regression. Given two drug SMILES strings and cell line genomic features, predict the synergy score measuring deviation from expected non-interaction effect.. This data is from NCI-60 drug combinations with 297,098 pairs across 59 cell lines. (1) Cell line: NCI-H322M. Drug 1: C1CCC(CC1)NC(=O)N(CCCl)N=O. Synergy scores: CSS=19.3, Synergy_ZIP=-1.01, Synergy_Bliss=5.03, Synergy_Loewe=-3.27, Synergy_HSA=4.49. Drug 2: C1=NC2=C(N=C(N=C2N1C3C(C(C(O3)CO)O)F)Cl)N. (2) Drug 1: CC1=C(C=C(C=C1)NC2=NC=CC(=N2)N(C)C3=CC4=NN(C(=C4C=C3)C)C)S(=O)(=O)N.Cl. Drug 2: CC1=CC=C(C=C1)C2=CC(=NN2C3=CC=C(C=C3)S(=O)(=O)N)C(F)(F)F. Cell line: LOX IMVI. Synergy scores: CSS=9.24, Synergy_ZIP=0.0468, Synergy_Bliss=1.50, Synergy_Loewe=4.54, Synergy_HSA=3.52. (3) Drug 1: C1CCC(C1)C(CC#N)N2C=C(C=N2)C3=C4C=CNC4=NC=N3. Drug 2: CC1=C(C=C(C=C1)NC(=O)C2=CC=C(C=C2)CN3CCN(CC3)C)NC4=NC=CC(=N4)C5=CN=CC=C5. Cell line: DU-145. Synergy scores: CSS=-6.38, Synergy_ZIP=-0.646, Synergy_Bliss=-2.73, Synergy_Loewe=-11.8, Synergy_HSA=-7.43.